The task is: Regression. Given two drug SMILES strings and cell line genomic features, predict the synergy score measuring deviation from expected non-interaction effect.. This data is from NCI-60 drug combinations with 297,098 pairs across 59 cell lines. Drug 1: C1=CC(=CC=C1C#N)C(C2=CC=C(C=C2)C#N)N3C=NC=N3. Drug 2: C1=NC2=C(N=C(N=C2N1C3C(C(C(O3)CO)O)F)Cl)N. Cell line: UO-31. Synergy scores: CSS=-0.798, Synergy_ZIP=0.000680, Synergy_Bliss=-0.751, Synergy_Loewe=-7.74, Synergy_HSA=-5.71.